Dataset: Full USPTO retrosynthesis dataset with 1.9M reactions from patents (1976-2016). Task: Predict the reactants needed to synthesize the given product. (1) Given the product [C:32]([OH:33])(=[O:37])[CH3:16].[NH2:7][C@@H:8]([CH2:9][C:10]#[N:11])[C:12]([NH:13][C:14]1[CH:15]=[C:16]2[C:32](=[O:33])[NH:31][N:30]=[CH:29][C:18]3=[C:19]([C:23]4[CH:24]=[CH:25][CH:26]=[CH:27][CH:28]=4)[NH:20][C:21]([CH:22]=1)=[C:17]23)=[O:34], predict the reactants needed to synthesize it. The reactants are: C(OC(=O)[NH:7][C@H:8]([C:12](=[O:34])[NH:13][C:14]1[CH:15]=[C:16]2[C:32](=[O:33])[NH:31][N:30]=[CH:29][C:18]3=[C:19]([C:23]4[CH:28]=[CH:27][CH:26]=[CH:25][CH:24]=4)[NH:20][C:21]([CH:22]=1)=[C:17]23)[CH2:9][C:10]#[N:11])(C)(C)C.Cl.[O:37]1CCOCC1. (2) Given the product [OH:31][C:30]1[C:29]([CH3:32])=[CH:28][C:25]([C:26]2[NH:10][C:8](=[O:9])[C:7]3[C:2](=[CH:3][C:4]([O:20][CH3:21])=[C:5]([CH2:13][N:14]4[CH2:19][CH2:18][O:17][CH2:16][CH2:15]4)[C:6]=3[O:11][CH3:12])[N:1]=2)=[CH:24][C:23]=1[CH3:22], predict the reactants needed to synthesize it. The reactants are: [NH2:1][C:2]1[C:7]([C:8]([NH2:10])=[O:9])=[C:6]([O:11][CH3:12])[C:5]([CH2:13][N:14]2[CH2:19][CH2:18][O:17][CH2:16][CH2:15]2)=[C:4]([O:20][CH3:21])[CH:3]=1.[CH3:22][C:23]1[CH:24]=[C:25]([CH:28]=[C:29]([CH3:32])[C:30]=1[OH:31])[CH:26]=O.S([O-])(O)=O.[Na+].C1(C)C=CC(S(O)(=O)=O)=CC=1.